This data is from Forward reaction prediction with 1.9M reactions from USPTO patents (1976-2016). The task is: Predict the product of the given reaction. (1) Given the reactants [I:1][C:2]1[CH:11]=[C:10]2[C:5]([C:6]([C:13]3[CH:18]=[CH:17][CH:16]=[CH:15][CH:14]=3)=[CH:7][C:8]([NH2:12])=[N:9]2)=[CH:4][CH:3]=1.Br[CH2:20][C:21](=O)[C:22]([O:24][CH2:25][CH3:26])=[O:23].C(=O)(O)[O-].[Na+], predict the reaction product. The product is: [CH2:25]([O:24][C:22]([C:21]1[N:12]=[C:8]2[CH:7]=[C:6]([C:13]3[CH:18]=[CH:17][CH:16]=[CH:15][CH:14]=3)[C:5]3[C:10](=[CH:11][C:2]([I:1])=[CH:3][CH:4]=3)[N:9]2[CH:20]=1)=[O:23])[CH3:26]. (2) Given the reactants [Si:1]([O:8][C@H:9]1[CH2:14][C@H:13]([OH:15])[C@@H:12]([C:16]2[N:20]([CH3:21])[N:19]=[CH:18][CH:17]=2)[CH2:11][CH2:10]1)([C:4]([CH3:7])([CH3:6])[CH3:5])([CH3:3])[CH3:2].C(N(CC)CC)C.[C:29](Cl)(=[O:36])[C:30]1[CH:35]=[CH:34][CH:33]=[CH:32][CH:31]=1, predict the reaction product. The product is: [C:29]([O:15][C@H:13]1[CH2:14][C@H:9]([O:8][Si:1]([C:4]([CH3:7])([CH3:5])[CH3:6])([CH3:2])[CH3:3])[CH2:10][CH2:11][C@@H:12]1[C:16]1[N:20]([CH3:21])[N:19]=[CH:18][CH:17]=1)(=[O:36])[C:30]1[CH:35]=[CH:34][CH:33]=[CH:32][CH:31]=1. (3) Given the reactants Cl.[F:2][C:3]1([F:8])[CH2:7][CH2:6][NH:5][CH2:4]1.[OH-].[Na+].CS(O[CH2:16][CH2:17][CH2:18][NH:19][C:20](=[C:33]([C:36]#[N:37])[C:34]#[N:35])[N:21]1[CH2:26][CH2:25][CH:24]([N:27]2[CH2:32][CH2:31][CH2:30][CH2:29][CH2:28]2)[CH2:23][CH2:22]1)(=O)=O.C(=O)([O-])[O-].[K+].[K+].[I-].[Na+], predict the reaction product. The product is: [F:2][C:3]1([F:8])[CH2:7][CH2:6][N:5]([CH2:16][CH2:17][CH2:18][NH:19][C:20](=[C:33]([C:34]#[N:35])[C:36]#[N:37])[N:21]2[CH2:26][CH2:25][CH:24]([N:27]3[CH2:32][CH2:31][CH2:30][CH2:29][CH2:28]3)[CH2:23][CH2:22]2)[CH2:4]1. (4) Given the reactants [NH2:1][C@H:2]([C:8]([NH:10][C@H:11]([C:16]([NH:18][C@H:19]([C:24]([NH:26][C@H:27]([C:33]([NH:35][C@H:36]([C:44]([NH:46][C@H:47]([C:52]([NH:54][C@H:55]([C:60](N[C@H](C(O)=O)C)=[O:61])[CH2:56][CH:57]([CH3:59])[CH3:58])=[O:53])[CH2:48][CH:49]([CH3:51])[CH3:50])=[O:45])[CH2:37][C:38]1[CH:43]=[CH:42][CH:41]=[CH:40][CH:39]=1)=[O:34])[CH2:28][CH2:29][C:30](=[O:32])[OH:31])=[O:25])[CH2:20][C:21](=[O:23])[NH2:22])=[O:17])[CH2:12][C:13](=[O:15])[OH:14])=[O:9])[CH2:3][CH2:4][C:5](=[O:7])[OH:6].[NH2:68][C@@H:69]([CH2:73][CH2:74][CH2:75][CH2:76][NH:77][C:78](=[O:89])[C:79]1[CH:84]=[CH:83][CH:82]=[C:81]([CH2:85][N:86]=[N+:87]=[N-:88])[CH:80]=1)[C:70]([NH2:72])=[O:71].C1N(CCO)CCN(CCS(O)(=O)=O)C1.Cl.[OH-].[Na+], predict the reaction product. The product is: [N:86]([CH2:85][C:81]1[CH:80]=[C:79]([CH:84]=[CH:83][CH:82]=1)[C:78]([NH:77][CH2:76][CH2:75][CH2:74][CH2:73][C@H:69]([NH:68][C:60](=[O:61])[C@H:55]([CH2:56][CH:57]([CH3:59])[CH3:58])[NH:54][C:52](=[O:53])[C@H:47]([CH2:48][CH:49]([CH3:50])[CH3:51])[NH:46][C:44](=[O:45])[C@H:36]([CH2:37][C:38]1[CH:39]=[CH:40][CH:41]=[CH:42][CH:43]=1)[NH:35][C:33](=[O:34])[C@H:27]([CH2:28][CH2:29][C:30](=[O:31])[OH:32])[NH:26][C:24](=[O:25])[C@H:19]([CH2:20][C:21](=[O:23])[NH2:22])[NH:18][C:16](=[O:17])[C@H:11]([CH2:12][C:13](=[O:14])[OH:15])[NH:10][C:8](=[O:9])[C@H:2]([CH2:3][CH2:4][C:5](=[O:6])[OH:7])[NH2:1])[C:70]([NH2:72])=[O:71])=[O:89])=[N+:87]=[N-:88]. (5) Given the reactants [C:1]([C:3]1[CH:8]=[C:7]([O:9][CH3:10])[C:6]([OH:11])=[CH:5][C:4]=1[N:12]=[CH:13][N:14]([CH3:16])[CH3:15])#[N:2].[C:17]([O:21][CH2:22][CH2:23][N:24]1[CH2:29][CH2:28][CH:27]([CH2:30][CH2:31]O)[CH2:26][CH2:25]1)([CH3:20])([CH3:19])[CH3:18].C1(P(C2C=CC=CC=2)C2C=CC=CC=2)C=CC=CC=1.N(C(OC(C)(C)C)=O)=NC(OC(C)(C)C)=O, predict the reaction product. The product is: [C:17]([O:21][CH2:22][CH2:23][N:24]1[CH2:25][CH2:26][CH:27]([CH2:30][CH2:31][O:11][C:6]2[C:7]([O:9][CH3:10])=[CH:8][C:3]([C:1]#[N:2])=[C:4]([N:12]=[CH:13][N:14]([CH3:15])[CH3:16])[CH:5]=2)[CH2:28][CH2:29]1)([CH3:20])([CH3:19])[CH3:18]. (6) Given the reactants [F:1][C:2]1[C:7]([F:8])=[CH:6][CH:5]=[CH:4][C:3]=1[C@:9]1([CH2:28][F:29])[CH2:14][C@@H:13]([C:15]([F:18])([F:17])[F:16])[O:12][C:11]([NH:19]C(=O)C2C=CC=CC=2)=[N:10]1.N12CCCN=C1CCCCC2, predict the reaction product. The product is: [F:1][C:2]1[C:7]([F:8])=[CH:6][CH:5]=[CH:4][C:3]=1[C@:9]1([CH2:28][F:29])[CH2:14][C@@H:13]([C:15]([F:16])([F:17])[F:18])[O:12][C:11]([NH2:19])=[N:10]1. (7) Given the reactants [O:1]=[CH:2][C:3]1[CH:11]=[CH:10][C:8]([OH:9])=[C:5]([O:6][CH3:7])[CH:4]=1.Cl.Cl[C:14]1[CH:19]=[CH:18][N:17]=[CH:16][CH:15]=1, predict the reaction product. The product is: [CH3:7][O:6][C:5]1[CH:4]=[C:3]([CH:11]=[CH:10][C:8]=1[O:9][C:14]1[CH:19]=[CH:18][N:17]=[CH:16][CH:15]=1)[CH:2]=[O:1].